Dataset: Forward reaction prediction with 1.9M reactions from USPTO patents (1976-2016). Task: Predict the product of the given reaction. The product is: [CH3:15][C:16]([O:25][CH2:11][CH:10]=[CH:9][C:8]1[CH:13]=[CH:14][C:5]([O:4][CH3:3])=[CH:6][CH:7]=1)([CH2:19][CH2:20][CH2:21][CH:22]([CH3:23])[CH3:24])[CH:17]=[CH2:18]. Given the reactants [H-].[Na+].[CH3:3][O:4][C:5]1[CH:14]=[CH:13][C:8]([CH:9]=[CH:10][CH2:11]Br)=[CH:7][CH:6]=1.[CH3:15][C:16]([OH:25])([CH2:19][CH2:20][CH2:21][CH:22]([CH3:24])[CH3:23])[CH:17]=[CH2:18], predict the reaction product.